This data is from Full USPTO retrosynthesis dataset with 1.9M reactions from patents (1976-2016). The task is: Predict the reactants needed to synthesize the given product. (1) Given the product [Cl-:1].[Cl:1][C:2]1[CH:12]=[CH:11][C:5]([CH2:6][NH2+:7][CH2:8][CH2:9][Cl:15])=[CH:4][CH:3]=1, predict the reactants needed to synthesize it. The reactants are: [Cl:1][C:2]1[CH:12]=[CH:11][C:5]([CH2:6][NH:7][CH2:8][CH2:9]O)=[CH:4][CH:3]=1.O=S(Cl)[Cl:15]. (2) The reactants are: FC(F)(F)[C:3]1[CH:4]=[C:5]([NH:9][C:10](=[O:29])[NH:11][C:12]2[CH:17]=[CH:16][C:15]([C:18]3[S:22][C:21]([CH2:23][CH2:24][C:25](OC)=O)=[N:20][CH:19]=3)=[CH:14][CH:13]=2)[CH:6]=[CH:7][CH:8]=1.[CH3:32][C:33]1[N:37]=[C:36]([CH2:38][CH:39]2CCC(C3SC(C4C=CC(N)=CC=4)=CN=3)[CH2:41][CH2:40]2)[O:35][N:34]=1.C1(N=C=O)C=CC=CC=1. Given the product [CH3:32][C:33]1[N:37]=[C:36]([CH2:38][CH:39]2[CH2:25][CH2:24][CH:23]([C:21]3[S:22][C:18]([C:15]4[CH:16]=[CH:17][C:12]([NH:11][C:10]([NH:9][C:5]5[CH:4]=[CH:3][CH:8]=[CH:7][CH:6]=5)=[O:29])=[CH:13][CH:14]=4)=[CH:19][N:20]=3)[CH2:41][CH2:40]2)[O:35][N:34]=1, predict the reactants needed to synthesize it. (3) Given the product [C:1]([O:5][C:6]([N:8]1[CH2:12][CH2:11][CH2:10][CH2:9]1)=[O:7])([CH3:4])([CH3:2])[CH3:3], predict the reactants needed to synthesize it. The reactants are: [C:1]([O:5][C:6]([N:8]1[CH2:12][CH2:11][CH2:10][CH:9]1C1NC(C2C=CC3C4C(=CC(Br)=CC=4)C(F)(F)C=3C=2)=CN=1)=[O:7])([CH3:4])([CH3:3])[CH3:2].C(OC(N1C(C2NC3C=C(B4OC(C)(C)C(C)(C)O4)C=CC=3N=2)C2CC1CC2)=O)(C)(C)C.C(=O)([O-])[O-].[K+].[K+]. (4) Given the product [C:12]([Si:16]([CH3:40])([CH3:41])[O:17][C@H:18]1[CH2:26][CH2:25][CH2:24][C@@:23]2([CH3:27])[C@H:19]1[CH2:20][CH2:21][C@@H:22]2[C@:28]([CH3:39])([CH2:32][CH2:33][CH2:34][C:35]([OH:37])([CH3:38])[CH3:36])[CH2:29][CH:30]=[O:31])([CH3:15])([CH3:14])[CH3:13], predict the reactants needed to synthesize it. The reactants are: [Cr](Cl)([O-])(=O)=O.[NH+]1C=CC=CC=1.[C:12]([Si:16]([CH3:41])([CH3:40])[O:17][C@H:18]1[CH2:26][CH2:25][CH2:24][C@@:23]2([CH3:27])[C@H:19]1[CH2:20][CH2:21][C@@H:22]2[C@:28]([CH3:39])([CH2:32][CH2:33][CH2:34][C:35]([CH3:38])([OH:37])[CH3:36])[CH2:29][CH2:30][OH:31])([CH3:15])([CH3:14])[CH3:13]. (5) Given the product [F:9][C:4]1[C:3]2[NH:10][C:11](=[O:12])[N:13]([CH:14]3[CH2:19][CH2:18][N:17]([C:20]([O:22][C:23]([CH3:26])([CH3:25])[CH3:24])=[O:21])[CH2:16][CH2:15]3)[C:2]=2[CH:7]=[C:6]([CH3:8])[CH:5]=1, predict the reactants needed to synthesize it. The reactants are: Br[C:2]1[CH:7]=[C:6]([CH3:8])[CH:5]=[C:4]([F:9])[C:3]=1[NH:10][C:11]([NH:13][CH:14]1[CH2:19][CH2:18][N:17]([C:20]([O:22][C:23]([CH3:26])([CH3:25])[CH3:24])=[O:21])[CH2:16][CH2:15]1)=[O:12].